Dataset: Forward reaction prediction with 1.9M reactions from USPTO patents (1976-2016). Task: Predict the product of the given reaction. (1) Given the reactants C(OC)(=O)CCCCCCCCCCCCC.C(OC)(=O)CCCCCCCCCCCCCCC.[C:37]([O:56]C)(=[O:55])[CH2:38][CH2:39][CH2:40][CH2:41][CH2:42][CH2:43][CH2:44]/[CH:45]=[CH:46]\[CH2:47][CH2:48][CH2:49][CH2:50][CH2:51][CH2:52][CH2:53][CH3:54].C(OC)(=O)CCCCCCC/C=C\C/C=C\CCCCC, predict the reaction product. The product is: [C:37]([OH:56])(=[O:55])[CH2:38][CH2:39][CH2:40][CH2:41][CH2:42][CH2:43][CH2:44]/[CH:45]=[CH:46]\[CH2:47][CH2:48][CH2:49][CH2:50][CH2:51][CH2:52][CH2:53][CH3:54]. (2) Given the reactants C(OC([N:8]1[C:13]2[CH:14]=[C:15]([Cl:21])[C:16]([N:18]([CH3:20])[CH3:19])=[CH:17][C:12]=2[O:11][CH:10]([C:22]([N:24]2[CH2:29][CH2:28][C:27]([C:39]#[N:40])([CH:30]([C:32]3[CH:37]=[CH:36][C:35]([F:38])=[CH:34][CH:33]=3)[OH:31])[CH2:26][CH2:25]2)=[O:23])[CH2:9]1)=O)(C)(C)C.FC(F)(F)C(O)=O, predict the reaction product. The product is: [Cl:21][C:15]1[C:16]([N:18]([CH3:20])[CH3:19])=[CH:17][C:12]2[O:11][CH:10]([C:22]([N:24]3[CH2:29][CH2:28][C:27]([CH:30]([C:32]4[CH:33]=[CH:34][C:35]([F:38])=[CH:36][CH:37]=4)[OH:31])([C:39]#[N:40])[CH2:26][CH2:25]3)=[O:23])[CH2:9][NH:8][C:13]=2[CH:14]=1. (3) Given the reactants [Cl:1][C:2]1[C:9]([O:10][C:11]2[C:19]3[N:18]=[N:17][NH:16][C:15]=3[CH:14]=[CH:13][C:12]=2[Cl:20])=[CH:8][C:7]([Cl:21])=[CH:6][C:3]=1[C:4]#[N:5].C(=O)([O-])[O-].[Cs+].[Cs+].Br[CH2:29][C:30]1[C:38]2[C:33](=[N:34][CH:35]=[CH:36][CH:37]=2)[N:32]([C:39]([O:41][C:42]([CH3:45])([CH3:44])[CH3:43])=[O:40])[N:31]=1, predict the reaction product. The product is: [Cl:20][C:12]1[CH:13]=[CH:14][C:15]2[N:16]([CH2:29][C:30]3[C:38]4[C:33](=[N:34][CH:35]=[CH:36][CH:37]=4)[N:32]([C:39]([O:41][C:42]([CH3:45])([CH3:44])[CH3:43])=[O:40])[N:31]=3)[N:17]=[N:18][C:19]=2[C:11]=1[O:10][C:9]1[CH:8]=[C:7]([Cl:21])[CH:6]=[C:3]([C:4]#[N:5])[C:2]=1[Cl:1]. (4) Given the reactants C(OC(=O)[NH:7][C:8]1([CH2:13][NH:14][CH:15]2[CH:22]3[CH2:23][C:18]4([OH:26])[CH2:19][C:20]([OH:25])([CH2:24][CH:16]2[CH2:17]4)[CH2:21]3)[CH2:12][CH2:11][CH2:10][CH2:9]1)(C)(C)C.Cl, predict the reaction product. The product is: [NH2:7][C:8]1([CH2:13][NH:14][CH:15]2[CH:22]3[CH2:21][C:20]4([OH:25])[CH2:19][C:18]([OH:26])([CH2:17][CH:16]2[CH2:24]4)[CH2:23]3)[CH2:12][CH2:11][CH2:10][CH2:9]1. (5) Given the reactants [Cl:1][C:2]1[CH:3]=[C:4]2[C:8](=[CH:9][CH:10]=1)[NH:7][C:6](=[O:11])[C:5]2([C:26]1[CH:31]=[CH:30][CH:29]=[CH:28][C:27]=1[O:32][CH3:33])[CH2:12][C:13](=[O:25])[N:14]1[CH2:19][CH2:18][N:17]([C:20]2[S:21][CH:22]=[CH:23][N:24]=2)[CH2:16][CH2:15]1.[CH3:34][O:35][C:36]1[CH:41]=[CH:40][C:39]([S:42](Cl)(=[O:44])=[O:43])=[C:38]([O:46][C:47]([F:50])([F:49])[F:48])[CH:37]=1, predict the reaction product. The product is: [Cl:1][C:2]1[CH:3]=[C:4]2[C:8](=[CH:9][CH:10]=1)[N:7]([S:42]([C:39]1[CH:40]=[CH:41][C:36]([O:35][CH3:34])=[CH:37][C:38]=1[O:46][C:47]([F:48])([F:49])[F:50])(=[O:44])=[O:43])[C:6](=[O:11])[C:5]2([C:26]1[CH:31]=[CH:30][CH:29]=[CH:28][C:27]=1[O:32][CH3:33])[CH2:12][C:13](=[O:25])[N:14]1[CH2:15][CH2:16][N:17]([C:20]2[S:21][CH:22]=[CH:23][N:24]=2)[CH2:18][CH2:19]1. (6) Given the reactants CC1C=C(C2C=CC(C)=CC=2)SC=1C(O)=O.C=O.S(Cl)(Cl)=O.Cl[CH2:24][CH2:25][C:26]1[CH:30]=[C:29]([C:31]2[CH:36]=[CH:35][C:34]([CH3:37])=[CH:33][CH:32]=2)[S:28][C:27]=1[C:38](Cl)=[O:39].[NH2:41][C:42]1[CH:47]=[CH:46][C:45]([N:48]2[CH2:52][CH2:51][C@@H:50]([N:53]([CH3:55])[CH3:54])[CH2:49]2)=[CH:44][CH:43]=1, predict the reaction product. The product is: [CH3:54][N:53]([CH3:55])[C@@H:50]1[CH2:51][CH2:52][N:48]([C:45]2[CH:46]=[CH:47][C:42]([N:41]3[CH2:24][CH2:25][C:26]4[CH:30]=[C:29]([C:31]5[CH:36]=[CH:35][C:34]([CH3:37])=[CH:33][CH:32]=5)[S:28][C:27]=4[C:38]3=[O:39])=[CH:43][CH:44]=2)[CH2:49]1. (7) Given the reactants [F:1][C:2]([F:37])([C:7]1([O:32][Si](C)(C)C)[C:19]2[N:18](S(C3C=CC(C)=CC=3)(=O)=O)[C:17]3[C:12](=[CH:13][C:14]([C:30]#[N:31])=[CH:15][CH:16]=3)[C:11]=2[CH2:10][CH2:9][CH2:8]1)[C:3]([F:6])([F:5])[F:4].[OH-].[K+], predict the reaction product. The product is: [OH:32][C:7]1([C:2]([F:37])([F:1])[C:3]([F:4])([F:5])[F:6])[C:19]2[NH:18][C:17]3[C:12](=[CH:13][C:14]([C:30]#[N:31])=[CH:15][CH:16]=3)[C:11]=2[CH2:10][CH2:9][CH2:8]1. (8) Given the reactants [CH3:1][N:2]([C:4]([N:6]=[C:7]([NH2:9])[NH2:8])=[NH:5])[CH3:3].Cl.[OH-].[K+], predict the reaction product. The product is: [CH3:1][N:2]([C:4]([NH:6][C:7]([NH2:9])=[NH:8])=[NH:5])[CH3:3]. (9) Given the reactants [Cl:1][S:2]([OH:5])(=O)=[O:3].[C:6]([NH:9][C:10]1[CH:15]=[CH:14][CH:13]=[CH:12][CH:11]=1)(=[O:8])[CH3:7], predict the reaction product. The product is: [C:6]([NH:9][C:10]1[CH:15]=[CH:14][C:13]([S:2]([Cl:1])(=[O:5])=[O:3])=[CH:12][CH:11]=1)(=[O:8])[CH3:7]. (10) Given the reactants C1C2C=CC3C(=CC=CC=3)C=2C=CC=1[B:15]([OH:17])[OH:16].Br[C:19]1[C:32]2[CH:31]=[CH:30][C:29]3[C:24](=[CH:25][CH:26]=[CH:27][CH:28]=3)[C:23]=2[CH:22]=[CH:21][CH:20]=1, predict the reaction product. The product is: [C:19]1([B:15]([OH:17])[OH:16])[C:32]2[CH:31]=[CH:30][C:29]3[C:24](=[CH:25][CH:26]=[CH:27][CH:28]=3)[C:23]=2[CH:22]=[CH:21][CH:20]=1.